Dataset: Reaction yield outcomes from USPTO patents with 853,638 reactions. Task: Predict the reaction yield, written as a fraction of the theoretical maximum amount of product (1.0 means a 100% yield; for example, 0.34 means a 34% yield). (1) The reactants are C(=O)([O-])[O-].[Cs+].[Cs+].[CH3:7][O:8][C:9]([C:11]1[C:15]([NH:16][C:17]([C:19]2[CH:24]=[CH:23][CH:22]=[C:21]([C:25]3[CH:26]=[N:27][NH:28][CH:29]=3)[N:20]=2)=[O:18])=[CH:14][N:13]([CH3:30])[N:12]=1)=[O:10].[C:31]([O:35][C:36]([NH:38][CH2:39][CH2:40][CH2:41][C:42]#[C:43][CH2:44]OS(C)(=O)=O)=[O:37])([CH3:34])([CH3:33])[CH3:32].O. The catalyst is CN(C=O)C.CCOC(C)=O. The product is [CH3:7][O:8][C:9]([C:11]1[C:15]([NH:16][C:17]([C:19]2[CH:24]=[CH:23][CH:22]=[C:21]([C:25]3[CH:26]=[N:27][N:28]([CH2:44][C:43]#[C:42][CH2:41][CH2:40][CH2:39][NH:38][C:36]([O:35][C:31]([CH3:34])([CH3:33])[CH3:32])=[O:37])[CH:29]=3)[N:20]=2)=[O:18])=[CH:14][N:13]([CH3:30])[N:12]=1)=[O:10]. The yield is 0.890. (2) The reactants are B1C2CCCC1CCC2.[CH2:10]([C:14]1[N:19]=[C:18]([CH2:20][NH:21][C:22](=[O:28])[O:23][C:24]([CH3:27])([CH3:26])[CH3:25])[CH:17]=[CH:16][CH:15]=1)[CH2:11][CH:12]=[CH2:13].B1([O-])O[O:30]1.O.O.O.O.[Na+]. The catalyst is C1COCC1.O. The product is [OH:30][CH2:13][CH2:12][CH2:11][CH2:10][C:14]1[N:19]=[C:18]([CH2:20][NH:21][C:22](=[O:28])[O:23][C:24]([CH3:27])([CH3:26])[CH3:25])[CH:17]=[CH:16][CH:15]=1. The yield is 0.230. (3) The reactants are [CH:1]1([NH2:7])[CH2:6][CH2:5][CH2:4][CH2:3][CH2:2]1.C([O:10][C:11]([C:13]1[C:14](=[O:32])[N:15]([CH2:24][C:25]2[CH:30]=[CH:29][C:28]([F:31])=[CH:27][CH:26]=2)[C:16]2[C:21]([C:22]=1[OH:23])=[CH:20][CH:19]=[CH:18][CH:17]=2)=O)C. The catalyst is C1(C)C=CC=CC=1.O. The product is [CH:1]1([NH:7][C:11]([C:13]2[C:14](=[O:32])[N:15]([CH2:24][C:25]3[CH:26]=[CH:27][C:28]([F:31])=[CH:29][CH:30]=3)[C:16]3[C:21]([C:22]=2[OH:23])=[CH:20][CH:19]=[CH:18][CH:17]=3)=[O:10])[CH2:6][CH2:5][CH2:4][CH2:3][CH2:2]1. The yield is 0.870. (4) The reactants are [CH3:1][C:2]1[C:3](OS(C(F)(F)F)(=O)=O)=[CH:4][C:5]2[C:6]([CH3:14])([CH3:13])[CH2:7][CH2:8][C:9](=[O:12])[C:10]=2[CH:11]=1.C(N(CC)CC)C.[CH3:30][Si:31]([C:34]#[CH:35])([CH3:33])[CH3:32].C(OCC)(=O)C. The catalyst is CCCCCC.[Cu]I.Cl[Pd](Cl)([P](C1C=CC=CC=1)(C1C=CC=CC=1)C1C=CC=CC=1)[P](C1C=CC=CC=1)(C1C=CC=CC=1)C1C=CC=CC=1. The product is [CH3:13][C:6]1([CH3:14])[C:5]2[C:10](=[CH:11][C:2]([CH3:1])=[C:3]([C:35]#[C:34][Si:31]([CH3:33])([CH3:32])[CH3:30])[CH:4]=2)[C:9](=[O:12])[CH2:8][CH2:7]1. The yield is 0.930. (5) The reactants are [Br:1][C:2]1[C:3]([N+:19]([O-:21])=[O:20])=[C:4]([OH:18])[C:5]([NH:11][C:12](=O)[C:13]([CH3:16])([CH3:15])[CH3:14])=[C:6]([CH:10]=1)[C:7]([OH:9])=[O:8].O.C1(C)C=CC(S(O)(=O)=O)=CC=1.C(OCC)(=O)C. The catalyst is C1C=CC=CC=1.[Cl-].[Na+].O. The product is [Br:1][C:2]1[C:3]([N+:19]([O-:21])=[O:20])=[C:4]2[O:18][C:12]([C:13]([CH3:16])([CH3:15])[CH3:14])=[N:11][C:5]2=[C:6]([C:7]([OH:9])=[O:8])[CH:10]=1. The yield is 0.980. (6) No catalyst specified. The product is [CH:1]([N:14]1[C:22]2[C:17](=[CH:18][C:19]([Cl:23])=[CH:20][CH:21]=2)[C:16]([CH2:24][CH2:25][O:26][C:27]2[CH:35]=[CH:34][C:30]([C:31]([OH:33])=[O:32])=[CH:29][CH:28]=2)=[C:15]1[CH2:36][CH2:37][NH:38][S:52]([CH:49]1[CH2:51][CH2:50]1)(=[O:54])=[O:53])([C:2]1[CH:3]=[CH:4][CH:5]=[CH:6][CH:7]=1)[C:8]1[CH:9]=[CH:10][CH:11]=[CH:12][CH:13]=1. The yield is 0.750. The reactants are [CH:1]([N:14]1[C:22]2[C:17](=[CH:18][C:19]([Cl:23])=[CH:20][CH:21]=2)[C:16]([CH2:24][CH2:25][O:26][C:27]2[CH:35]=[CH:34][C:30]([C:31]([OH:33])=[O:32])=[CH:29][CH:28]=2)=[C:15]1[CH2:36][CH2:37][NH:38]S(CC1C=CC=CC=1)(=O)=O)([C:8]1[CH:13]=[CH:12][CH:11]=[CH:10][CH:9]=1)[C:2]1[CH:7]=[CH:6][CH:5]=[CH:4][CH:3]=1.[CH:49]1([S:52](Cl)(=[O:54])=[O:53])[CH2:51][CH2:50]1. (7) The reactants are [O:1]1[C:5]2[CH:6]=[CH:7][C:8]([C:10]3[CH:11]=[C:12]4[C:17](=[CH:18][CH:19]=3)[NH:16][C:15](=O)[CH:14]=[C:13]4[C:21](O)=[O:22])=[CH:9][C:4]=2[O:3][CH2:2]1.[Cl-:24].C(N(C(C)C)CC)(C)C.[N:34]1([CH2:39][C@@H:40]2[CH2:44][CH2:43][CH2:42][NH:41]2)[CH2:38][CH2:37][CH2:36][CH2:35]1. The catalyst is C(Cl)Cl. The product is [O:1]1[C:5]2[CH:6]=[CH:7][C:8]([C:10]3[CH:11]=[C:12]4[C:17](=[CH:18][CH:19]=3)[N:16]=[C:15]([Cl:24])[CH:14]=[C:13]4[C:21]([N:41]3[CH2:42][CH2:43][CH2:44][CH:40]3[CH2:39][N:34]3[CH2:38][CH2:37][CH2:36][CH2:35]3)=[O:22])=[CH:9][C:4]=2[O:3][CH2:2]1. The yield is 0.810. (8) The reactants are [CH3:1][C:2]1[CH2:7][CH2:6][CH2:5][C:4]([CH3:9])([CH3:8])[C:3]=1[CH2:10][CH2:11][CH2:12][CH2:13][CH2:14][CH2:15][CH2:16][CH2:17][C:18]([O:20]CC)=[O:19].[OH-].[K+].O. The catalyst is C(O)C. The product is [CH3:1][C:2]1[CH2:7][CH2:6][CH2:5][C:4]([CH3:8])([CH3:9])[C:3]=1[CH2:10][CH2:11][CH2:12][CH2:13][CH2:14][CH2:15][CH2:16][CH2:17][C:18]([OH:20])=[O:19]. The yield is 0.920.